Dataset: Reaction yield outcomes from USPTO patents with 853,638 reactions. Task: Predict the reaction yield, written as a fraction of the theoretical maximum amount of product (1.0 means a 100% yield; for example, 0.34 means a 34% yield). The reactants are [CH2:1]([N:4]1[C@H:9]([CH3:10])[CH2:8][N:7](C(OCC)=O)[C@@H:6]([CH3:16])[CH2:5]1)[CH:2]=[CH2:3].[OH-].[K+].C(=O)=O.C1(C)C=CC=CC=1. The catalyst is C(O)C. The product is [CH2:1]([N:4]1[CH2:5][C@@H:6]([CH3:16])[NH:7][CH2:8][C@@H:9]1[CH3:10])[CH:2]=[CH2:3]. The yield is 0.690.